Task: Predict the reactants needed to synthesize the given product.. Dataset: Full USPTO retrosynthesis dataset with 1.9M reactions from patents (1976-2016) (1) The reactants are: [NH2:1][C:2]1[CH:3]=[C:4]([C:10]2[O:11][C:12]3[CH:18]=[CH:17][C:16]([Cl:19])=[CH:15][C:13]=3[N:14]=2)[CH:5]=[CH:6][C:7]=1[O:8][CH3:9].[CH:20]1[C:25]([C:26]([OH:28])=[O:27])=[CH:24][C:23]2[C:29]([O:31][C:32](=O)[C:22]=2[CH:21]=1)=[O:30]. Given the product [CH3:9][O:8][C:7]1[CH:6]=[CH:5][C:4]([C:10]2[O:11][C:12]3[CH:18]=[CH:17][C:16]([Cl:19])=[CH:15][C:13]=3[N:14]=2)=[CH:3][C:2]=1[N:1]1[C:29](=[O:30])[C:23]2[C:22](=[CH:21][CH:20]=[C:25]([C:26]([OH:28])=[O:27])[CH:24]=2)[C:32]1=[O:31], predict the reactants needed to synthesize it. (2) Given the product [N+:1]([C:4]1[CH:5]=[CH:6][C:7]([B:14]2[O:18][C:17]([CH3:20])([CH3:19])[C:16]([CH3:22])([CH3:21])[O:15]2)=[C:8]([CH2:9][OH:10])[CH:13]=1)([O-:3])=[O:2], predict the reactants needed to synthesize it. The reactants are: [N+:1]([C:4]1[CH:5]=[CH:6][C:7]([B:14]2[O:18][C:17]([CH3:20])([CH3:19])[C:16]([CH3:22])([CH3:21])[O:15]2)=[C:8]([CH:13]=1)[C:9](OC)=[O:10])([O-:3])=[O:2].[H-].C([Al+]CC(C)C)C(C)C.CO.Cl.